This data is from TCR-epitope binding with 47,182 pairs between 192 epitopes and 23,139 TCRs. The task is: Binary Classification. Given a T-cell receptor sequence (or CDR3 region) and an epitope sequence, predict whether binding occurs between them. (1) The epitope is YLDAYNMMI. The TCR CDR3 sequence is CASSQIAGGTDTQYF. Result: 0 (the TCR does not bind to the epitope). (2) The epitope is SLYNTVATL. The TCR CDR3 sequence is CASSLQTGTGELAKNIQYF. Result: 0 (the TCR does not bind to the epitope).